Dataset: Full USPTO retrosynthesis dataset with 1.9M reactions from patents (1976-2016). Task: Predict the reactants needed to synthesize the given product. (1) Given the product [Br:1][C:2]1[C:3]([C:29]2[CH:30]=[N:31][C:32]([C:35]([F:37])([F:36])[F:38])=[N:33][CH:34]=2)=[CH:4][C:5]([CH2:11][NH:12][C:13]([C@@H:15]2[CH2:16][C@@H:17]([F:28])[C@H:18]([CH3:27])[NH:19]2)=[O:14])=[N:6][C:7]=1[CH:8]1[CH2:10][CH2:9]1, predict the reactants needed to synthesize it. The reactants are: [Br:1][C:2]1[C:3]([C:29]2[CH:30]=[N:31][C:32]([C:35]([F:38])([F:37])[F:36])=[N:33][CH:34]=2)=[CH:4][C:5]([CH2:11][NH:12][C:13]([C@H:15]2[N:19](C(OC(C)(C)C)=O)[C@@H:18]([CH3:27])[C@H:17]([F:28])[CH2:16]2)=[O:14])=[N:6][C:7]=1[CH:8]1[CH2:10][CH2:9]1.Cl. (2) Given the product [CH2:35]([CH:32]1[CH2:31][CH2:30][N:29]([CH2:28][CH2:27][CH2:26][N:19]([C:20]2[CH:21]=[CH:22][CH:23]=[CH:24][CH:25]=2)[C:18]([NH:17][CH:14]2[CH2:15][CH2:16][NH:11][CH2:12][CH2:13]2)=[O:42])[CH2:34][CH2:33]1)[C:36]1[CH:37]=[CH:38][CH:39]=[CH:40][CH:41]=1, predict the reactants needed to synthesize it. The reactants are: C(OC([N:11]1[CH2:16][CH2:15][CH:14]([NH:17][C:18](=[O:42])[N:19]([CH2:26][CH2:27][CH2:28][N:29]2[CH2:34][CH2:33][CH:32]([CH2:35][C:36]3[CH:41]=[CH:40][CH:39]=[CH:38][CH:37]=3)[CH2:31][CH2:30]2)[C:20]2[CH:25]=[CH:24][CH:23]=[CH:22][CH:21]=2)[CH2:13][CH2:12]1)=O)C1C=CC=CC=1. (3) Given the product [Cl:23][C:24]1[CH:29]=[CH:28][C:27]([NH:30][C:31]([N:16]2[C@H:17]3[C@@H:22]([CH2:21][CH2:20][CH2:19][CH2:18]3)[N:13]([C:4](=[N:3][C:1]#[N:2])[NH:5][C:6]3[CH:11]=[CH:10][CH:9]=[CH:8][C:7]=3[CH3:12])[CH2:14][CH2:15]2)=[O:32])=[CH:26][CH:25]=1, predict the reactants needed to synthesize it. The reactants are: [C:1]([N:3]=[C:4]([N:13]1[C@H:22]2[C@@H:17]([CH2:18][CH2:19][CH2:20][CH2:21]2)[NH:16][CH2:15][CH2:14]1)[NH:5][C:6]1[CH:11]=[CH:10][CH:9]=[CH:8][C:7]=1[CH3:12])#[N:2].[Cl:23][C:24]1[CH:29]=[CH:28][C:27]([N:30]=[C:31]=[O:32])=[CH:26][CH:25]=1. (4) Given the product [Cl:14][C:15]1[C:16]([F:55])=[C:17]([C@@H:21]2[C@:25]([C:28]3[CH:33]=[CH:32][C:31]([Cl:34])=[CH:30][C:29]=3[F:35])([C:26]#[N:27])[C@H:24]([CH2:36][C:37]([CH3:39])([CH3:40])[CH3:38])[NH:23][C@H:22]2[C:41]([NH:43][C:44]2[CH:52]=[CH:51][C:47]([C:48]([O:50][CH:3]([O:2][C:1]([O:6][CH:7]3[CH2:12][CH2:11][CH2:10][CH2:9][CH2:8]3)=[O:13])[CH3:4])=[O:49])=[CH:46][C:45]=2[O:53][CH3:54])=[O:42])[CH:18]=[CH:19][CH:20]=1, predict the reactants needed to synthesize it. The reactants are: [C:1](=[O:13])([O:6][CH:7]1[CH2:12][CH2:11][CH2:10][CH2:9][CH2:8]1)[O:2][CH:3](Cl)[CH3:4].[Cl:14][C:15]1[C:16]([F:55])=[C:17]([C@@H:21]2[C@:25]([C:28]3[CH:33]=[CH:32][C:31]([Cl:34])=[CH:30][C:29]=3[F:35])([C:26]#[N:27])[C@H:24]([CH2:36][C:37]([CH3:40])([CH3:39])[CH3:38])[NH:23][C@H:22]2[C:41]([NH:43][C:44]2[CH:52]=[CH:51][C:47]([C:48]([OH:50])=[O:49])=[CH:46][C:45]=2[O:53][CH3:54])=[O:42])[CH:18]=[CH:19][CH:20]=1.C(=O)([O-])[O-].[Cs+].[Cs+].